The task is: Predict which catalyst facilitates the given reaction.. This data is from Catalyst prediction with 721,799 reactions and 888 catalyst types from USPTO. (1) Reactant: [NH2:1][C@@H:2]1[CH2:7][CH2:6][CH2:5][N:4]([C:8]2[C:13]([F:14])=[CH:12][CH:11]=[CH:10][C:9]=2[NH:15][C:16]([C:18]2[NH:19][CH:20]=[C:21]([Br:23])[N:22]=2)=[O:17])[CH2:3]1.C[Si]([N:28]=[C:29]=[O:30])(C)C.C(N(CC)CC)C.CO. Product: [NH2:28][C:29]([NH:1][C@@H:2]1[CH2:7][CH2:6][CH2:5][N:4]([C:8]2[C:13]([F:14])=[CH:12][CH:11]=[CH:10][C:9]=2[NH:15][C:16]([C:18]2[NH:19][CH:20]=[C:21]([Br:23])[N:22]=2)=[O:17])[CH2:3]1)=[O:30]. The catalyst class is: 7. (2) Reactant: [Cl:1][C:2]1[N:7]=[C:6]([N:8]([CH3:23])[C:9]2[CH:22]=[CH:21][C:12]3[N:13]([CH3:20])[C:14]([NH:16][CH:17]([CH3:19])[CH3:18])=[N:15][C:11]=3[CH:10]=2)[CH:5]=[CH:4][N:3]=1.[CH3:24][S:25]([CH2:28][C:29]1[CH:35]=[CH:34][C:32]([NH2:33])=[CH:31][CH:30]=1)(=[O:27])=[O:26].Cl. Product: [ClH:1].[CH:17]([NH:16][C:14]1[N:13]([CH3:20])[C:12]2[CH:21]=[CH:22][C:9]([N:8]([CH3:23])[C:6]3[CH:5]=[CH:4][N:3]=[C:2]([NH:33][C:32]4[CH:34]=[CH:35][C:29]([CH2:28][S:25]([CH3:24])(=[O:27])=[O:26])=[CH:30][CH:31]=4)[N:7]=3)=[CH:10][C:11]=2[N:15]=1)([CH3:19])[CH3:18]. The catalyst class is: 8.